From a dataset of Peptide-MHC class I binding affinity with 185,985 pairs from IEDB/IMGT. Regression. Given a peptide amino acid sequence and an MHC pseudo amino acid sequence, predict their binding affinity value. This is MHC class I binding data. (1) The peptide sequence is DIITYNGCK. The MHC is HLA-A11:01 with pseudo-sequence HLA-A11:01. The binding affinity (normalized) is 0.393. (2) The peptide sequence is KLQAAPYIV. The MHC is HLA-A02:01 with pseudo-sequence HLA-A02:01. The binding affinity (normalized) is 0.982. (3) The peptide sequence is KLILAEYIR. The MHC is HLA-A33:01 with pseudo-sequence HLA-A33:01. The binding affinity (normalized) is 0.153. (4) The peptide sequence is DTVLFNAGL. The MHC is HLA-A31:01 with pseudo-sequence HLA-A31:01. The binding affinity (normalized) is 0.0847. (5) The peptide sequence is LRYLLFGIK. The MHC is HLA-A11:01 with pseudo-sequence HLA-A11:01. The binding affinity (normalized) is 0. (6) The peptide sequence is FMVFLQTHI. The MHC is HLA-A02:03 with pseudo-sequence HLA-A02:03. The binding affinity (normalized) is 0.768. (7) The peptide sequence is IAMLKSKNI. The MHC is HLA-A02:03 with pseudo-sequence HLA-A02:03. The binding affinity (normalized) is 0.377. (8) The peptide sequence is RRWRRLTVC. The MHC is HLA-B58:01 with pseudo-sequence HLA-B58:01. The binding affinity (normalized) is 0.213. (9) The peptide sequence is YVVIGLLFMI. The MHC is HLA-A68:02 with pseudo-sequence HLA-A68:02. The binding affinity (normalized) is 0.572. (10) The peptide sequence is WHTTKGAAL. The MHC is HLA-A02:06 with pseudo-sequence HLA-A02:06. The binding affinity (normalized) is 0.0847.